Predict the reactants needed to synthesize the given product. From a dataset of Full USPTO retrosynthesis dataset with 1.9M reactions from patents (1976-2016). Given the product [CH2:1]([S:3][C:4]1[CH:9]=[CH:8][CH:7]=[CH:6][C:5]=1[C:14]1[CH:19]=[CH:18][N:17]2[CH:20]=[C:21]([C:23]([F:25])([F:26])[F:24])[N:22]=[C:16]2[CH:15]=1)[CH3:2], predict the reactants needed to synthesize it. The reactants are: [CH2:1]([S:3][C:4]1[CH:9]=[CH:8][CH:7]=[CH:6][C:5]=1B(O)O)[CH3:2].Br[C:14]1[CH:19]=[CH:18][N:17]2[CH:20]=[C:21]([C:23]([F:26])([F:25])[F:24])[N:22]=[C:16]2[CH:15]=1.P([O-])([O-])([O-])=O.[K+].[K+].[K+].O1CCOCC1.